This data is from Reaction yield outcomes from USPTO patents with 853,638 reactions. The task is: Predict the reaction yield, written as a fraction of the theoretical maximum amount of product (1.0 means a 100% yield; for example, 0.34 means a 34% yield). (1) The product is [CH:8]1([C:6](=[O:7])[C:5]([CH3:20])([C:14]2[CH:15]=[CH:16][CH:17]=[CH:18][CH:19]=2)[CH2:4][CH:3]=[O:2])[CH2:13][CH2:12][CH2:11][CH2:10][CH2:9]1. The yield is 0.977. The reactants are C[O:2][CH:3](OC)[CH2:4][C:5]([CH3:20])([C:14]1[CH:19]=[CH:18][CH:17]=[CH:16][CH:15]=1)[C:6]([CH:8]1[CH2:13][CH2:12][CH2:11][CH2:10][CH2:9]1)=[O:7].Cl. The catalyst is CC(C)=O. (2) The reactants are [CH3:1][O:2][C:3]1[CH:12]=[C:11]2[C:6]([CH2:7][CH2:8][CH:9]([C:13]([O:15]C)=[O:14])[CH2:10]2)=[CH:5][CH:4]=1.[OH-].[Na+]. The catalyst is CO. The product is [CH3:1][O:2][C:3]1[CH:12]=[C:11]2[C:6]([CH2:7][CH2:8][CH:9]([C:13]([OH:15])=[O:14])[CH2:10]2)=[CH:5][CH:4]=1. The yield is 0.910. (3) The reactants are [F:1][C:2]1[CH:3]=[C:4]([N:19]([C:28]2[CH:33]=[CH:32][C:31]([F:34])=[CH:30][CH:29]=2)[C:20]([C:22]2([C:25]([NH2:27])=[O:26])[CH2:24][CH2:23]2)=[O:21])[CH:5]=[CH:6][C:7]=1[O:8][C:9]1[CH:14]=[CH:13][N:12]=[C:11]2[CH:15]=[C:16](I)[S:17][C:10]=12.[CH3:35][N:36]([CH3:46])[CH:37]1[CH2:42][CH2:41][N:40]([CH2:43][C:44]#[CH:45])[CH2:39][CH2:38]1. No catalyst specified. The product is [CH3:35][N:36]([CH3:46])[CH:37]1[CH2:38][CH2:39][N:40]([CH2:43][C:44]#[C:45][C:16]2[S:17][C:10]3[C:11](=[N:12][CH:13]=[CH:14][C:9]=3[O:8][C:7]3[CH:6]=[CH:5][C:4]([N:19]([C:28]4[CH:29]=[CH:30][C:31]([F:34])=[CH:32][CH:33]=4)[C:20]([C:22]4([C:25]([NH2:27])=[O:26])[CH2:24][CH2:23]4)=[O:21])=[CH:3][C:2]=3[F:1])[CH:15]=2)[CH2:41][CH2:42]1. The yield is 0.0700.